From a dataset of Forward reaction prediction with 1.9M reactions from USPTO patents (1976-2016). Predict the product of the given reaction. (1) Given the reactants [NH2:1][C:2]1[CH:7]=[C:6]([Cl:8])[N:5]=[C:4]([O:9][CH2:10][CH2:11][OH:12])[C:3]=1[N+:13]([O-:15])=[O:14].[C:16]([Si:20](Cl)([CH3:22])[CH3:21])([CH3:19])([CH3:18])[CH3:17].N1C=CN=C1.[NH4+].[Cl-], predict the reaction product. The product is: [C:16]([Si:20]([CH3:22])([CH3:21])[O:12][CH2:11][CH2:10][O:9][C:4]1[C:3]([N+:13]([O-:15])=[O:14])=[C:2]([NH2:1])[CH:7]=[C:6]([Cl:8])[N:5]=1)([CH3:19])([CH3:18])[CH3:17]. (2) Given the reactants [CH:1]1([N:4]2[C:13]3[C:8](=[CH:9][C:10]([F:16])=[C:11](F)[C:12]=3[CH3:14])[C:7](=[O:17])[NH:6][C:5]2=[O:18])[CH2:3][CH2:2]1.[F:19][CH2:20][CH:21]([NH2:27])[CH:22]1[CH2:26][CH2:25][NH:24][CH2:23]1.CN(C)C(N(C)C)=N.[ClH:36], predict the reaction product. The product is: [ClH:36].[NH2:27][CH:21]([CH:22]1[CH2:26][CH2:25][N:24]([C:11]2[C:12]([CH3:14])=[C:13]3[C:8]([C:7](=[O:17])[NH:6][C:5](=[O:18])[N:4]3[CH:1]3[CH2:3][CH2:2]3)=[CH:9][C:10]=2[F:16])[CH2:23]1)[CH2:20][F:19]. (3) Given the reactants [NH2:1][C:2]1[N:6]([C:7]2[CH:12]=[CH:11][C:10]([Br:13])=[CH:9][CH:8]=2)[N:5]=[CH:4][C:3]=1[C:14]#[N:15].S(=O)(=O)(O)[OH:17], predict the reaction product. The product is: [NH2:1][C:2]1[N:6]([C:7]2[CH:8]=[CH:9][C:10]([Br:13])=[CH:11][CH:12]=2)[N:5]=[CH:4][C:3]=1[C:14]([NH2:15])=[O:17]. (4) The product is: [C:1]([N:4]1[C:12]2[C:7](=[CH:8][CH:9]=[CH:10][CH:11]=2)[CH2:6][CH:5]1[C:13]1[N:14]=[C:16]([CH2:17][CH2:18][CH3:19])[NH:21][N:22]=1)(=[O:3])[CH3:2]. Given the reactants [C:1]([N:4]1[C:12]2[C:7](=[CH:8][CH:9]=[CH:10][CH:11]=2)[CH2:6][CH:5]1[C:13](=S)[NH2:14])(=[O:3])[CH3:2].[C:16]([NH:21][NH2:22])(=O)[CH2:17][CH2:18][CH3:19], predict the reaction product. (5) Given the reactants [CH2:1]([CH:4]([CH2:15][CH2:16][CH3:17])[CH2:5][S:6][C:7]1[CH:8]=[C:9]([CH:12]=[CH:13][CH:14]=1)[CH:10]=[O:11])[CH2:2][CH3:3].[C:18](#[N:20])[CH3:19], predict the reaction product. The product is: [OH:11][CH:10]([C:9]1[CH:12]=[CH:13][CH:14]=[C:7]([S:6][CH2:5][CH:4]([CH2:1][CH2:2][CH3:3])[CH2:15][CH2:16][CH3:17])[CH:8]=1)[CH2:19][C:18]#[N:20]. (6) Given the reactants [CH3:1][O:2][CH2:3]/[CH:4]=[CH:5]/[C:6]1[C:16]2[O:15][CH2:14][CH2:13][N:12](C(OC(C)(C)C)=O)[CH2:11][C:10]=2[CH:9]=[CH:8][CH:7]=1.C(OCC)(=O)C.[ClH:30], predict the reaction product. The product is: [ClH:30].[CH3:1][O:2][CH2:3]/[CH:4]=[CH:5]/[C:6]1[C:16]2[O:15][CH2:14][CH2:13][NH:12][CH2:11][C:10]=2[CH:9]=[CH:8][CH:7]=1.